From a dataset of Forward reaction prediction with 1.9M reactions from USPTO patents (1976-2016). Predict the product of the given reaction. (1) Given the reactants [CH3:1][N:2]1[C:6]([C:7]#[C:8][Si](C)(C)C)=[CH:5][N:4]=[C:3]1[C:13]([OH:16])([CH3:15])[CH3:14].CCCC[N+](CCCC)(CCCC)CCCC.[F-], predict the reaction product. The product is: [C:7]([C:6]1[N:2]([CH3:1])[C:3]([C:13]([OH:16])([CH3:14])[CH3:15])=[N:4][CH:5]=1)#[CH:8]. (2) Given the reactants [N+:1]([C:4]1[CH:5]=[C:6]([NH:10][C:11]([NH:13][C:14]2[CH:22]=[C:21]3[C:17]([CH2:18][C:19](=[O:23])[NH:20]3)=[CH:16][CH:15]=2)=[O:12])[CH:7]=[CH:8][CH:9]=1)([O-])=O, predict the reaction product. The product is: [NH2:1][C:4]1[CH:5]=[C:6]([NH:10][C:11]([NH:13][C:14]2[CH:22]=[C:21]3[C:17]([CH2:18][C:19](=[O:23])[NH:20]3)=[CH:16][CH:15]=2)=[O:12])[CH:7]=[CH:8][CH:9]=1. (3) Given the reactants [N:1]1[CH:2]=[CH:3][N:4]2[CH:9]=[C:8]([C:10]3[CH:20]=[CH:19][C:13]([C:14]([O:16][CH2:17][CH3:18])=[O:15])=[CH:12][CH:11]=3)[N:7]=[CH:6][C:5]=12.[Br:21]NC(=O)CCC(N)=O, predict the reaction product. The product is: [Br:21][C:3]1[N:4]2[CH:9]=[C:8]([C:10]3[CH:11]=[CH:12][C:13]([C:14]([O:16][CH2:17][CH3:18])=[O:15])=[CH:19][CH:20]=3)[N:7]=[CH:6][C:5]2=[N:1][CH:2]=1. (4) Given the reactants [CH3:1][O:2][C:3]1[CH:4]=[CH:5][C:6]([C:10]2[CH2:19][CH2:18][C:17]3[C:12](=[CH:13][CH:14]=[C:15]([O:20][CH3:21])[CH:16]=3)[CH:11]=2)=[C:7]([NH2:9])[CH:8]=1.[C:22](Cl)(=[O:26])[O:23][CH2:24][CH3:25].[Cl-].[NH4+], predict the reaction product. The product is: [CH2:24]([O:23][C:22](=[O:26])[NH:9][C:7]1[CH:8]=[C:3]([O:2][CH3:1])[CH:4]=[CH:5][C:6]=1[C:10]1[CH2:19][CH2:18][C:17]2[C:12](=[CH:13][CH:14]=[C:15]([O:20][CH3:21])[CH:16]=2)[CH:11]=1)[CH3:25]. (5) Given the reactants [Cl:1][C:2]1[CH:7]=[CH:6][C:5]([CH:8](O)[C:9]2[C:18]3[C:17](=[O:19])[N:16]([CH2:20][CH2:21][CH2:22][O:23][CH:24]4CCCC[O:25]4)[C:15](=[O:30])[N:14]([CH3:31])[C:13]=3[N:12]=[CH:11][C:10]=2[O:32][C:33]2[CH:34]=[N:35][CH:36]=[C:37]([C:39]([F:42])([F:41])[F:40])[CH:38]=2)=[CH:4][CH:3]=1, predict the reaction product. The product is: [CH:24]([O:23][CH2:22][CH2:21][CH2:20][N:16]1[C:17](=[O:19])[C:18]2[C:9]([CH2:8][C:5]3[CH:4]=[CH:3][C:2]([Cl:1])=[CH:7][CH:6]=3)=[C:10]([O:32][C:33]3[CH:34]=[N:35][CH:36]=[C:37]([C:39]([F:41])([F:42])[F:40])[CH:38]=3)[CH:11]=[N:12][C:13]=2[N:14]([CH3:31])[C:15]1=[O:30])=[O:25]. (6) The product is: [CH:1]([O:4][C:5]1[CH:6]=[CH:7][C:8]([C:11]2[O:15][N:14]=[C:13]([C:16]3[CH:21]=[CH:20][C:19]([CH:22]=[O:23])=[CH:18][CH:17]=3)[N:12]=2)=[CH:9][CH:10]=1)([CH3:3])[CH3:2]. Given the reactants [CH:1]([O:4][C:5]1[CH:10]=[CH:9][C:8]([C:11]2[O:15][N:14]=[C:13]([C:16]3[CH:21]=[CH:20][C:19]([CH2:22][OH:23])=[CH:18][CH:17]=3)[N:12]=2)=[CH:7][CH:6]=1)([CH3:3])[CH3:2].C(C1C=CC(C2N=C(C3C=CC(C=O)=NC=3)ON=2)=CC=1)C(C)C, predict the reaction product. (7) The product is: [Cl:11][C:12]1[CH:17]=[C:16]([N+:18]([O-:20])=[O:19])[CH:15]=[CH:14][C:13]=1[O:10][C:7]1[CH:8]=[CH:9][C:4]2[CH:3]=[CH:2][S:1][C:5]=2[CH:6]=1. Given the reactants [S:1]1[C:5]2[CH:6]=[C:7]([OH:10])[CH:8]=[CH:9][C:4]=2[CH:3]=[CH:2]1.[Cl:11][C:12]1[CH:17]=[C:16]([N+:18]([O-:20])=[O:19])[CH:15]=[CH:14][C:13]=1F.C(=O)([O-])[O-].[K+].[K+].CN(C)C=O, predict the reaction product.